Dataset: Full USPTO retrosynthesis dataset with 1.9M reactions from patents (1976-2016). Task: Predict the reactants needed to synthesize the given product. (1) Given the product [NH2:45][C:36](=[O:37])[CH2:35][C:30]1[CH:31]=[CH:32][CH:33]=[CH:34][C:29]=1[CH2:28][CH2:27][C:25]1[C:24]([C:39]([F:40])([F:42])[F:41])=[CH:23][N:22]=[C:21]([NH:20][C:17]2[CH:16]=[CH:15][C:14]([N:11]3[CH2:10][CH2:9][N:8]([C:6]([O:5][C:1]([CH3:3])([CH3:2])[CH3:4])=[O:7])[CH2:13][CH2:12]3)=[CH:19][CH:18]=2)[N:26]=1, predict the reactants needed to synthesize it. The reactants are: [C:1]([O:5][C:6]([N:8]1[CH2:13][CH2:12][N:11]([C:14]2[CH:19]=[CH:18][C:17]([NH:20][C:21]3[N:26]=[C:25]([CH2:27][CH2:28][C:29]4[CH:34]=[CH:33][CH:32]=[CH:31][C:30]=4[CH2:35][C:36]([O-])=[O:37])[C:24]([C:39]([F:42])([F:41])[F:40])=[CH:23][N:22]=3)=[CH:16][CH:15]=2)[CH2:10][CH2:9]1)=[O:7])([CH3:4])([CH3:3])[CH3:2].[Li+].O[N:45]1C2C=CC=CC=2N=N1.CCN=C=NCCCN(C)C.Cl.C(N(CC)C(C)C)(C)C.C(=O)([O-])[O-].[NH4+].[NH4+]. (2) Given the product [F:7][C:8]1[CH:9]=[CH:10][C:11]([CH2:12][C:13]2[CH:22]=[CH:21][C:20]3[C:15](=[CH:16][CH:17]=[C:18]([O:23][CH3:24])[CH:19]=3)[C:14]=2[CH:25]([C:27]2[CH:32]=[CH:31][C:30]([O:33][CH2:34][CH2:35][N:36]3[CH2:41][CH2:40][CH2:39][CH2:38][CH2:37]3)=[CH:29][CH:28]=2)[OH:26])=[CH:42][CH:43]=1, predict the reactants needed to synthesize it. The reactants are: [H-].[H-].[H-].[H-].[Li+].[Al+3].[F:7][C:8]1[CH:43]=[CH:42][C:11]([CH2:12][C:13]2[CH:22]=[CH:21][C:20]3[C:15](=[CH:16][CH:17]=[C:18]([O:23][CH3:24])[CH:19]=3)[C:14]=2[C:25]([C:27]2[CH:32]=[CH:31][C:30]([O:33][CH2:34][CH2:35][N:36]3[CH2:41][CH2:40][CH2:39][CH2:38][CH2:37]3)=[CH:29][CH:28]=2)=[O:26])=[CH:10][CH:9]=1.